Dataset: Reaction yield outcomes from USPTO patents with 853,638 reactions. Task: Predict the reaction yield, written as a fraction of the theoretical maximum amount of product (1.0 means a 100% yield; for example, 0.34 means a 34% yield). (1) The reactants are [CH3:1][C:2]1[CH:3]=[C:4]([N:19]2[CH:23]=[C:22]([CH:24]3[CH2:29][CH2:28][CH:27]([C:30]([O:32]CC)=[O:31])[CH2:26][CH2:25]3)[N:21]=[CH:20]2)[CH:5]=[C:6]([NH:8][C:9]2[N:14]=[C:13]([C:15]([F:18])([F:17])[F:16])[CH:12]=[CH:11][N:10]=2)[CH:7]=1.[OH-].[Na+].Cl. The catalyst is CO.O. The product is [CH3:1][C:2]1[CH:3]=[C:4]([N:19]2[CH:23]=[C:22]([C@H:24]3[CH2:29][CH2:28][C@H:27]([C:30]([OH:32])=[O:31])[CH2:26][CH2:25]3)[N:21]=[CH:20]2)[CH:5]=[C:6]([NH:8][C:9]2[N:14]=[C:13]([C:15]([F:18])([F:16])[F:17])[CH:12]=[CH:11][N:10]=2)[CH:7]=1.[CH3:1][C:2]1[CH:3]=[C:4]([N:19]2[CH:23]=[C:22]([C@@H:24]3[CH2:29][CH2:28][C@H:27]([C:30]([OH:32])=[O:31])[CH2:26][CH2:25]3)[N:21]=[CH:20]2)[CH:5]=[C:6]([NH:8][C:9]2[N:14]=[C:13]([C:15]([F:18])([F:16])[F:17])[CH:12]=[CH:11][N:10]=2)[CH:7]=1. The yield is 0.180. (2) The reactants are [CH2:1]([NH:9][C:10]1[C:11]([NH2:16])=[CH:12][CH:13]=[CH:14][CH:15]=1)[CH2:2][C:3]1[CH:8]=[CH:7][CH:6]=[CH:5][CH:4]=1.[Cl:17][CH2:18][C:19](O)=O. No catalyst specified. The product is [Cl:17][CH2:18][C:19]1[N:9]([CH2:1][CH2:2][C:3]2[CH:4]=[CH:5][CH:6]=[CH:7][CH:8]=2)[C:10]2[CH:15]=[CH:14][CH:13]=[CH:12][C:11]=2[N:16]=1. The yield is 0.610. (3) The reactants are [Cl:1][C:2]1[CH:3]=[C:4]([OH:11])[C:5](=[CH:9][CH:10]=1)[C:6]([OH:8])=O.[F:12][C:13]([F:26])([F:25])[C:14]1[CH:15]=[C:16]([CH:18]=[C:19]([C:21]([F:24])([F:23])[F:22])[CH:20]=1)[NH2:17]. No catalyst specified. The product is [F:12][C:13]([F:25])([F:26])[C:14]1[CH:15]=[C:16]([NH:17][C:6](=[O:8])[C:5]2[CH:9]=[CH:10][C:2]([Cl:1])=[CH:3][C:4]=2[OH:11])[CH:18]=[C:19]([C:21]([F:22])([F:24])[F:23])[CH:20]=1. The yield is 0.558. (4) The reactants are [NH2:1][C:2]1[CH:11]=[CH:10][C:9]([O:12][CH2:13][CH2:14][O:15][CH3:16])=[CH:8][C:3]=1[C:4](OC)=[O:5].Cl.[CH:18](N)=[NH:19]. The catalyst is CCO. The product is [OH:5][C:4]1[C:3]2[C:2](=[CH:11][CH:10]=[C:9]([O:12][CH2:13][CH2:14][O:15][CH3:16])[CH:8]=2)[N:1]=[CH:18][N:19]=1. The yield is 0.950. (5) The reactants are [Br:1][C:2]1[N:7]=[C:6]([CH3:8])[N:5]=[C:4]([CH2:9][OH:10])[CH:3]=1.N1C=CN=C1.[CH3:16][C:17]([Si:20](Cl)([CH3:22])[CH3:21])([CH3:19])[CH3:18]. The yield is 0.930. The catalyst is CN(C=O)C. The product is [Br:1][C:2]1[CH:3]=[C:4]([CH2:9][O:10][Si:20]([C:17]([CH3:19])([CH3:18])[CH3:16])([CH3:22])[CH3:21])[N:5]=[C:6]([CH3:8])[N:7]=1.